This data is from Full USPTO retrosynthesis dataset with 1.9M reactions from patents (1976-2016). The task is: Predict the reactants needed to synthesize the given product. (1) The reactants are: [CH2:1]([C:8]1([C:12]2[CH:13]=[C:14]([CH:28]=[CH:29][CH:30]=2)[O:15][CH2:16][CH2:17][NH:18][S:19]([C:22]2[N:23]=[CH:24][N:25]([CH3:27])[CH:26]=2)(=[O:21])=[O:20])[CH2:11][NH:10][CH2:9]1)[C:2]1[CH:7]=[CH:6][CH:5]=[CH:4][CH:3]=1.C(NC(C)C)(C)C.[F:38][C:39]([F:50])([F:49])[C:40](O[C:40](=[O:41])[C:39]([F:50])([F:49])[F:38])=[O:41]. Given the product [CH2:1]([C:8]1([C:12]2[CH:13]=[C:14]([CH:28]=[CH:29][CH:30]=2)[O:15][CH2:16][CH2:17][NH:18][S:19]([C:22]2[N:23]=[CH:24][N:25]([CH3:27])[CH:26]=2)(=[O:21])=[O:20])[CH2:11][N:10]([C:40](=[O:41])[C:39]([F:50])([F:49])[F:38])[CH2:9]1)[C:2]1[CH:7]=[CH:6][CH:5]=[CH:4][CH:3]=1, predict the reactants needed to synthesize it. (2) Given the product [OH:2][C:3]1[CH:21]=[CH:20][C:6]([C:7]([NH:9][C:10]2[CH:19]=[CH:18][C:13]([C:14]([OH:16])=[O:15])=[CH:12][CH:11]=2)=[O:8])=[C:5]([C:22]([F:23])([F:24])[F:25])[CH:4]=1, predict the reactants needed to synthesize it. The reactants are: C[O:2][C:3]1[CH:21]=[CH:20][C:6]([C:7]([NH:9][C:10]2[CH:19]=[CH:18][C:13]([C:14]([O:16]C)=[O:15])=[CH:12][CH:11]=2)=[O:8])=[C:5]([C:22]([F:25])([F:24])[F:23])[CH:4]=1.CO. (3) Given the product [Cl:1][C:2]1[C:9]([C:13]#[C:12][Si:14]([CH3:17])([CH3:16])[CH3:15])=[C:8]([F:11])[CH:7]=[CH:6][C:3]=1[C:4]#[N:5], predict the reactants needed to synthesize it. The reactants are: [Cl:1][C:2]1[C:9](I)=[C:8]([F:11])[CH:7]=[CH:6][C:3]=1[C:4]#[N:5].[C:12]([Si:14]([CH3:17])([CH3:16])[CH3:15])#[CH:13].[NH4+].[Cl-]. (4) Given the product [CH:1]([C:4]1[C:8]([CH2:9][CH2:10][CH2:11][O:12][C:24]2[CH:29]=[CH:28][CH:27]=[CH:26][C:25]=2[CH2:30][C:31]([OH:33])=[O:32])=[CH:7][N:6]([C:13]2[CH:14]=[CH:15][C:16]([C:19]([F:21])([F:22])[F:20])=[CH:17][CH:18]=2)[N:5]=1)([CH3:3])[CH3:2], predict the reactants needed to synthesize it. The reactants are: [CH:1]([C:4]1[C:8]([CH2:9][CH2:10][CH2:11][OH:12])=[CH:7][N:6]([C:13]2[CH:18]=[CH:17][C:16]([C:19]([F:22])([F:21])[F:20])=[CH:15][CH:14]=2)[N:5]=1)([CH3:3])[CH3:2].O[C:24]1[CH:29]=[CH:28][CH:27]=[CH:26][C:25]=1[CH2:30][C:31]([O:33]C)=[O:32].C(P(CCCC)CCCC)CCC.N(C(N1CCCCC1)=O)=NC(N1CCCCC1)=O. (5) Given the product [N:3]1[C:2]2[CH:7]=[CH:8][CH:11]=[CH:12][C:6]=2[NH:5][CH:4]=1, predict the reactants needed to synthesize it. The reactants are: N[C:2]1[C:7]([C:8]#N)=[C:6](Cl)[N:5]=[CH:4][N:3]=1.[CH3:11][CH2:12]N(C(C)C)C(C)C. (6) Given the product [NH:10]1[C:11]2[C:7](=[CH:6][CH:5]=[CH:4][CH:12]=2)[CH:8]=[N:13]1, predict the reactants needed to synthesize it. The reactants are: [N+]([C:4]1[CH:12]=[C:11]2[C:7]([CH:8]=C[NH:10]2)=[CH:6][CH:5]=1)([O-])=O.[N:13]([O-])=O.[Na+].Cl.